Dataset: Reaction yield outcomes from USPTO patents with 853,638 reactions. Task: Predict the reaction yield, written as a fraction of the theoretical maximum amount of product (1.0 means a 100% yield; for example, 0.34 means a 34% yield). (1) The reactants are [C:1]([NH:8][C@H:9]([C:14]([OH:16])=O)[C:10]([CH3:13])([CH3:12])[CH3:11])([O:3][C:4]([CH3:7])([CH3:6])[CH3:5])=[O:2].CN(C=O)C.CCN=C=NCCCN(C)C.Cl.C1C=CC2N(O)N=NC=2C=1.[CH2:44]([O:51][C:52](=[O:55])[CH2:53][NH2:54])[C:45]1[CH:50]=[CH:49][CH:48]=[CH:47][CH:46]=1.II. The catalyst is CCCCCC.C(OCC)(=O)C.CCCCCC.O.C(OCC)(=O)C. The product is [CH2:44]([O:51][C:52](=[O:55])[CH2:53][NH:54][C:14](=[O:16])[C@@H:9]([NH:8][C:1]([O:3][C:4]([CH3:5])([CH3:6])[CH3:7])=[O:2])[C:10]([CH3:11])([CH3:12])[CH3:13])[C:45]1[CH:50]=[CH:49][CH:48]=[CH:47][CH:46]=1. The yield is 0.820. (2) The reactants are [C:1]([O:5][C:6]([N:8]1[CH2:11][CH:10]([C:12]2[C:21](Cl)=[N:20][C:19]3[C:14](=[CH:15][CH:16]=[CH:17][CH:18]=3)[N:13]=2)[CH2:9]1)=[O:7])([CH3:4])([CH3:3])[CH3:2].[NH:23]1[CH2:28][CH2:27][CH2:26][CH2:25][CH2:24]1.C(N(CC)CC)C.CS(C)=O. The catalyst is O. The product is [C:1]([O:5][C:6]([N:8]1[CH2:11][CH:10]([C:12]2[C:21]([N:23]3[CH2:28][CH2:27][CH2:26][CH2:25][CH2:24]3)=[N:20][C:19]3[C:14](=[CH:15][CH:16]=[CH:17][CH:18]=3)[N:13]=2)[CH2:9]1)=[O:7])([CH3:4])([CH3:3])[CH3:2]. The yield is 0.900. (3) The reactants are [OH:1][CH2:2][CH2:3][CH2:4][NH:5][C:6](=[O:12])[O:7][C:8]([CH3:11])([CH3:10])[CH3:9].CC(OI1(OC(C)=O)(OC(C)=O)OC(=O)C2C=CC=CC1=2)=O.N1C=CC=CC=1. The catalyst is C(Cl)Cl. The product is [O:1]=[CH:2][CH2:3][CH2:4][NH:5][C:6](=[O:12])[O:7][C:8]([CH3:10])([CH3:9])[CH3:11]. The yield is 0.730. (4) The catalyst is CCO. The yield is 0.0560. The reactants are [CH2:1]([N:3]([CH2:25][C:26]1[CH:31]=[CH:30][CH:29]=[CH:28][C:27]=1[F:32])[C:4](=[O:24])[CH2:5][C:6]1[CH:23]=[CH:22][C:9]([CH2:10][O:11][C:12]2[CH:21]=[CH:20][CH:19]=[CH:18][C:13]=2[C:14]([O:16]C)=[O:15])=[CH:8][CH:7]=1)[CH3:2].[OH-].[K+]. The product is [CH2:1]([N:3]([CH2:25][C:26]1[CH:31]=[CH:30][CH:29]=[CH:28][C:27]=1[F:32])[C:4](=[O:24])[CH2:5][C:6]1[CH:23]=[CH:22][C:9]([CH2:10][O:11][C:12]2[CH:21]=[CH:20][CH:19]=[CH:18][C:13]=2[C:14]([OH:16])=[O:15])=[CH:8][CH:7]=1)[CH3:2]. (5) The reactants are Br[C:2]1[CH:14]=[CH:13][C:5]([C:6]([O:8][C:9]([CH3:12])([CH3:11])[CH3:10])=[O:7])=[CH:4][C:3]=1[O:15][C:16]1[CH:21]=[CH:20][CH:19]=[CH:18][CH:17]=1.[CH3:22][C:23]1(C)[C:27](C)(C)OB(C(C)=C)O1.C(=O)([O-])[O-].[Na+].[Na+]. The catalyst is O1CCOCC1.O.C1C=CC([P]([Pd]([P](C2C=CC=CC=2)(C2C=CC=CC=2)C2C=CC=CC=2)([P](C2C=CC=CC=2)(C2C=CC=CC=2)C2C=CC=CC=2)[P](C2C=CC=CC=2)(C2C=CC=CC=2)C2C=CC=CC=2)(C2C=CC=CC=2)C2C=CC=CC=2)=CC=1. The product is [O:15]([C:3]1[CH:4]=[C:5]([CH:13]=[CH:14][C:2]=1[C:23]([CH3:27])=[CH2:22])[C:6]([O:8][C:9]([CH3:12])([CH3:11])[CH3:10])=[O:7])[C:16]1[CH:21]=[CH:20][CH:19]=[CH:18][CH:17]=1. The yield is 0.870. (6) The reactants are [Br:1][CH2:2][C@@H:3]([OH:7])[CH2:4][CH2:5][Br:6].[F:8][C:9]1[C:10]([CH3:19])=[C:11]([CH2:15][C:16](O)=[O:17])[CH:12]=[CH:13][CH:14]=1.C1(N=C=NC2CCCCC2)CCCCC1. The catalyst is C(Cl)Cl.CN(C1C=CN=CC=1)C. The product is [F:8][C:9]1[C:10]([CH3:19])=[C:11]([CH2:15][C:16]([O:7][C@@H:3]([CH2:4][CH2:5][Br:6])[CH2:2][Br:1])=[O:17])[CH:12]=[CH:13][CH:14]=1. The yield is 0.960.